This data is from Full USPTO retrosynthesis dataset with 1.9M reactions from patents (1976-2016). The task is: Predict the reactants needed to synthesize the given product. (1) The reactants are: [CH3:1][O:2][C:3](=[O:35])[C:4]1[CH:9]=[CH:8][C:7]([C:10]2[N:11]=[C:12]([CH2:27][C:28]3[CH:33]=[CH:32][C:31](Br)=[CH:30][CH:29]=3)[N:13]([C:15]3[CH:20]=[CH:19][C:18]([NH:21][CH2:22][C:23]([O:25][CH3:26])=[O:24])=[CH:17][CH:16]=3)[CH:14]=2)=[CH:6][CH:5]=1.[CH:36]1([C:42]2[CH:47]=[CH:46][C:45](B(O)O)=[CH:44][CH:43]=2)[CH2:41][CH2:40][CH2:39][CH2:38][CH2:37]1. Given the product [CH3:1][O:2][C:3](=[O:35])[C:4]1[CH:9]=[CH:8][C:7]([C:10]2[N:11]=[C:12]([CH2:27][C:28]3[CH:33]=[CH:32][C:31]([C:39]4[CH:38]=[CH:37][C:36]([CH:42]5[CH2:47][CH2:46][CH2:45][CH2:44][CH2:43]5)=[CH:41][CH:40]=4)=[CH:30][CH:29]=3)[N:13]([C:15]3[CH:20]=[CH:19][C:18]([NH:21][CH2:22][C:23]([O:25][CH3:26])=[O:24])=[CH:17][CH:16]=3)[CH:14]=2)=[CH:6][CH:5]=1, predict the reactants needed to synthesize it. (2) Given the product [CH3:10][N:11]1[C:20]2[CH2:21][CH2:22][C:17]3([O:24][CH2:14][CH2:15][O:16]3)[CH2:18][C:19]=2[CH2:9][CH:3]([C:4]([O:6][CH2:7][CH3:8])=[O:5])[CH2:2]1, predict the reactants needed to synthesize it. The reactants are: Br[CH2:2][C:3](=[CH2:9])[C:4]([O:6][CH2:7][CH3:8])=[O:5].[CH3:10][NH2:11].CO.[CH2:14]1[O:24][C:17]2([CH2:22][CH2:21][C:20](=O)[CH2:19][CH2:18]2)[O:16][CH2:15]1. (3) Given the product [CH:1]1([N:4]2[CH2:9][C:8]3([CH2:14][CH2:13][N:12]([S:15]([C:18]4[CH:23]=[CH:22][C:21]([C:35]5[CH:44]=[C:43]6[C:38]([CH:39]=[C:40]([O:45][CH3:46])[CH:41]=[N:42]6)=[CH:37][CH:36]=5)=[CH:20][CH:19]=4)(=[O:16])=[O:17])[CH2:11][CH2:10]3)[O:7][CH2:6][C:5]2=[O:33])[CH2:3][CH2:2]1, predict the reactants needed to synthesize it. The reactants are: [CH:1]1([N:4]2[CH2:9][C:8]3([CH2:14][CH2:13][N:12]([S:15]([C:18]4[CH:23]=[CH:22][C:21](B5OC(C)(C)C(C)(C)O5)=[CH:20][CH:19]=4)(=[O:17])=[O:16])[CH2:11][CH2:10]3)[O:7][CH2:6][C:5]2=[O:33])[CH2:3][CH2:2]1.Br[C:35]1[CH:44]=[C:43]2[C:38]([CH:39]=[C:40]([O:45][CH3:46])[CH:41]=[N:42]2)=[CH:37][CH:36]=1.C(=O)([O-])[O-].[K+].[K+]. (4) Given the product [CH3:1][N:2]1[CH2:7][CH2:6][N:5]([CH2:8][C:9]2[CH:10]=[CH:11][C:12]([C:13]([NH:15][C:16]3[CH:21]=[CH:20][C:19]([CH3:22])=[C:18]([NH:23][C:24]4[N:29]=[C:28]([C:30]5[CH:31]=[N:32][CH:33]=[CH:34][CH:35]=5)[CH:27]=[CH:26][N:25]=4)[CH:17]=3)=[O:14])=[CH:36][CH:37]=2)[CH2:4][CH2:3]1.[C:38]([O-:46])(=[O:45])[C:39]1[CH:44]=[CH:43][CH:42]=[CH:41][CH:40]=1, predict the reactants needed to synthesize it. The reactants are: [CH3:1][N:2]1[CH2:7][CH2:6][N:5]([CH2:8][C:9]2[CH:37]=[CH:36][C:12]([C:13]([NH:15][C:16]3[CH:21]=[CH:20][C:19]([CH3:22])=[C:18]([NH:23][C:24]4[N:29]=[C:28]([C:30]5[CH:31]=[N:32][CH:33]=[CH:34][CH:35]=5)[CH:27]=[CH:26][N:25]=4)[CH:17]=3)=[O:14])=[CH:11][CH:10]=2)[CH2:4][CH2:3]1.[C:38]([OH:46])(=[O:45])[C:39]1[CH:44]=[CH:43][CH:42]=[CH:41][CH:40]=1. (5) Given the product [ClH:19].[CH2:1]([C:3]1[C:8](=[O:9])[NH:7][C:6]([CH3:10])=[C:5]([C:11]2[O:15][C:14]([S:16]([N:24]3[CH2:25][CH2:26][CH2:27][N:21]([CH3:20])[CH2:22][CH2:23]3)(=[O:18])=[O:17])=[CH:13][CH:12]=2)[CH:4]=1)[CH3:2], predict the reactants needed to synthesize it. The reactants are: [CH2:1]([C:3]1[C:8](=[O:9])[NH:7][C:6]([CH3:10])=[C:5]([C:11]2[O:15][C:14]([S:16]([Cl:19])(=[O:18])=[O:17])=[CH:13][CH:12]=2)[CH:4]=1)[CH3:2].[CH3:20][N:21]1[CH2:27][CH2:26][CH2:25][NH:24][CH2:23][CH2:22]1. (6) Given the product [CH2:1]([O:3][C:4]([C:6]1[S:10][C:9]([C:18]2[CH:19]=[CH:20][C:15]([C:13]#[N:14])=[CH:16][C:17]=2[F:24])=[N:8][C:7]=1[CH3:12])=[O:5])[CH3:2], predict the reactants needed to synthesize it. The reactants are: [CH2:1]([O:3][C:4]([C:6]1[S:10][C:9](Br)=[N:8][C:7]=1[CH3:12])=[O:5])[CH3:2].[C:13]([C:15]1[CH:20]=[CH:19][C:18](B(O)O)=[C:17]([F:24])[CH:16]=1)#[N:14]. (7) Given the product [CH2:1]([O:3][C:4]([C:6]1[NH:7][CH:8]=[C:9]([CH2:11][NH:13][C:14]2[CH:19]=[CH:18][CH:17]=[CH:16][CH:15]=2)[CH:10]=1)=[O:5])[CH3:2], predict the reactants needed to synthesize it. The reactants are: [CH2:1]([O:3][C:4]([C:6]1[NH:7][CH:8]=[C:9]([CH:11]=O)[CH:10]=1)=[O:5])[CH3:2].[NH2:13][C:14]1[CH:19]=[CH:18][CH:17]=[CH:16][CH:15]=1.C([BH3-])#N.[Na+].C([O-])([O-])=O.[K+].[K+].